This data is from Forward reaction prediction with 1.9M reactions from USPTO patents (1976-2016). The task is: Predict the product of the given reaction. (1) Given the reactants [H-].[H-].[H-].[H-].[Li+].[Al+3].[Al+3].[Cl-].[Cl-].[Cl-].[F:11][C:12]([F:28])([F:27])[C:13]1[CH:14]=[C:15]2[C:19](=[CH:20][CH:21]=1)[NH:18][CH:17]=[C:16]2[C:22](=O)[C:23]([NH2:25])=O.[OH-].[Na+], predict the reaction product. The product is: [F:27][C:12]([F:11])([F:28])[C:13]1[CH:14]=[C:15]2[C:19]([NH:18][CH:17]=[C:16]2[CH2:22][CH2:23][NH2:25])=[CH:20][CH:21]=1. (2) Given the reactants [NH2:1][C:2]1[C:7]([C:8]([C:10]2[CH:15]=[C:14]([F:16])[C:13]([CH3:17])=[CH:12][C:11]=2[O:18][CH3:19])=[O:9])=[CH:6][CH:5]=[C:4](Cl)[N:3]=1.FC(F)(F)C(O)=O.[CH3:28][S:29]([N:32]1[CH2:37][CH2:36][CH:35]([NH2:38])[CH2:34][CH2:33]1)(=[O:31])=[O:30], predict the reaction product. The product is: [NH2:1][C:2]1[C:7]([C:8]([C:10]2[CH:15]=[C:14]([F:16])[C:13]([CH3:17])=[CH:12][C:11]=2[O:18][CH3:19])=[O:9])=[CH:6][CH:5]=[C:4]([NH:38][CH:35]2[CH2:36][CH2:37][N:32]([S:29]([CH3:28])(=[O:31])=[O:30])[CH2:33][CH2:34]2)[N:3]=1. (3) The product is: [F:33][C:30]1[CH:29]=[CH:28][C:27]([C:26]2[N:25]([CH3:34])[N:24]=[CH:23][C:22]=2/[CH:21]=[CH:20]/[C:19]([NH:18][C:15]2[CH:14]=[CH:13][C:12]([S:11][CH2:9][C:38]3[N:42]([CH2:43][CH2:44][CH3:45])[CH:41]=[N:40][N:39]=3)=[CH:17][CH:16]=2)=[O:35])=[CH:32][CH:31]=1. Given the reactants C(O[C:9]([S:11][C:12]1[CH:17]=[CH:16][C:15]([NH:18][C:19](=[O:35])/[CH:20]=[CH:21]/[C:22]2[CH:23]=[N:24][N:25]([CH3:34])[C:26]=2[C:27]2[CH:32]=[CH:31][C:30]([F:33])=[CH:29][CH:28]=2)=[CH:14][CH:13]=1)=O)C1C=CC=CC=1.ClC[C:38]1[N:42]([CH2:43][CH2:44][CH3:45])[CH:41]=[N:40][N:39]=1.[OH-].[Na+], predict the reaction product.